Predict the product of the given reaction. From a dataset of Forward reaction prediction with 1.9M reactions from USPTO patents (1976-2016). Given the reactants [CH3:1][O:2][C:3]([CH:5]1[CH2:9][O:8][C:7]([C:10]2[CH:15]=[CH:14][C:13]([N:16]3[CH2:21][CH2:20][N:19]([CH:22]([C:29](=[O:35])[N:30]([CH2:33][CH3:34])[CH2:31][CH3:32])[C:23]4[CH:28]=[CH:27][CH:26]=[CH:25][CH:24]=4)[CH2:18][CH2:17]3)=[C:12]([F:36])[CH:11]=2)=[N:6]1)=[O:4].BrC(Cl)(Cl)Cl.C1CCN2C(=NCCC2)CC1, predict the reaction product. The product is: [CH3:1][O:2][C:3]([C:5]1[N:6]=[C:7]([C:10]2[CH:15]=[CH:14][C:13]([N:16]3[CH2:17][CH2:18][N:19]([CH:22]([C:29](=[O:35])[N:30]([CH2:33][CH3:34])[CH2:31][CH3:32])[C:23]4[CH:28]=[CH:27][CH:26]=[CH:25][CH:24]=4)[CH2:20][CH2:21]3)=[C:12]([F:36])[CH:11]=2)[O:8][CH:9]=1)=[O:4].